From a dataset of NCI-60 drug combinations with 297,098 pairs across 59 cell lines. Regression. Given two drug SMILES strings and cell line genomic features, predict the synergy score measuring deviation from expected non-interaction effect. (1) Drug 1: C(CC(=O)O)C(=O)CN.Cl. Drug 2: CCN(CC)CCCC(C)NC1=C2C=C(C=CC2=NC3=C1C=CC(=C3)Cl)OC. Cell line: K-562. Synergy scores: CSS=24.3, Synergy_ZIP=-6.32, Synergy_Bliss=-3.73, Synergy_Loewe=-10.1, Synergy_HSA=-0.653. (2) Drug 1: C1=CC(=CC=C1CCCC(=O)O)N(CCCl)CCCl. Drug 2: C1C(C(OC1N2C=NC3=C(N=C(N=C32)Cl)N)CO)O. Cell line: KM12. Synergy scores: CSS=-1.75, Synergy_ZIP=-4.72, Synergy_Bliss=-13.4, Synergy_Loewe=-5.41, Synergy_HSA=-8.08. (3) Drug 1: C1=NC2=C(N1)C(=S)N=C(N2)N. Drug 2: CC1=C(C=C(C=C1)NC(=O)C2=CC=C(C=C2)CN3CCN(CC3)C)NC4=NC=CC(=N4)C5=CN=CC=C5. Cell line: OVCAR-8. Synergy scores: CSS=22.7, Synergy_ZIP=-0.286, Synergy_Bliss=0.593, Synergy_Loewe=-12.5, Synergy_HSA=-0.615. (4) Drug 1: CC1=C(C=C(C=C1)C(=O)NC2=CC(=CC(=C2)C(F)(F)F)N3C=C(N=C3)C)NC4=NC=CC(=N4)C5=CN=CC=C5. Drug 2: B(C(CC(C)C)NC(=O)C(CC1=CC=CC=C1)NC(=O)C2=NC=CN=C2)(O)O. Cell line: M14. Synergy scores: CSS=34.3, Synergy_ZIP=0.783, Synergy_Bliss=6.09, Synergy_Loewe=-36.2, Synergy_HSA=5.41. (5) Drug 1: CN1CCC(CC1)COC2=C(C=C3C(=C2)N=CN=C3NC4=C(C=C(C=C4)Br)F)OC. Drug 2: CC1CCC2CC(C(=CC=CC=CC(CC(C(=O)C(C(C(=CC(C(=O)CC(OC(=O)C3CCCCN3C(=O)C(=O)C1(O2)O)C(C)CC4CCC(C(C4)OC)O)C)C)O)OC)C)C)C)OC. Cell line: RPMI-8226. Synergy scores: CSS=34.1, Synergy_ZIP=2.08, Synergy_Bliss=2.22, Synergy_Loewe=-12.8, Synergy_HSA=-0.488. (6) Drug 1: COC1=C2C(=CC3=C1OC=C3)C=CC(=O)O2. Drug 2: C1C(C(OC1N2C=NC(=NC2=O)N)CO)O. Cell line: NCI-H226. Synergy scores: CSS=-4.55, Synergy_ZIP=1.81, Synergy_Bliss=-1.15, Synergy_Loewe=-10.7, Synergy_HSA=-8.17.